Dataset: Full USPTO retrosynthesis dataset with 1.9M reactions from patents (1976-2016). Task: Predict the reactants needed to synthesize the given product. (1) Given the product [NH2:1][C:2]1[CH:7]=[CH:6][C:5]([CH:19]([CH3:21])[CH3:20])=[CH:4][C:3]=1[C:10]([C:12]1[CH:17]=[CH:16][CH:15]=[CH:14][C:13]=1[F:18])=[O:11], predict the reactants needed to synthesize it. The reactants are: [NH2:1][C:2]1[CH:7]=[C:6](OC)[CH:5]=[CH:4][C:3]=1[C:10]([C:12]1[CH:17]=[CH:16][CH:15]=[CH:14][C:13]=1[F:18])=[O:11].[CH:19](C1C=CC(N)=CC=1)([CH3:21])[CH3:20].FC1C=CC=CC=1C#N. (2) Given the product [CH3:24][O:25][C:26](=[O:45])[C:27]1[CH:32]=[C:31]([NH:33][C:34](=[O:36])[CH3:35])[CH:30]=[C:29]([NH:37][C:38](=[O:40])[CH3:39])[C:28]=1[C:41]#[C:42][CH2:43][O:44][Si:2]([C:15]([CH3:18])([CH3:17])[CH3:16])([C:9]1[CH:14]=[CH:13][CH:12]=[CH:11][CH:10]=1)[C:3]1[CH:8]=[CH:7][CH:6]=[CH:5][CH:4]=1, predict the reactants needed to synthesize it. The reactants are: Cl[Si:2]([C:15]([CH3:18])([CH3:17])[CH3:16])([C:9]1[CH:14]=[CH:13][CH:12]=[CH:11][CH:10]=1)[C:3]1[CH:8]=[CH:7][CH:6]=[CH:5][CH:4]=1.N1C=CN=C1.[CH3:24][O:25][C:26](=[O:45])[C:27]1[CH:32]=[C:31]([NH:33][C:34](=[O:36])[CH3:35])[CH:30]=[C:29]([NH:37][C:38](=[O:40])[CH3:39])[C:28]=1[C:41]#[C:42][CH2:43][OH:44].CO.